The task is: Predict which catalyst facilitates the given reaction.. This data is from Catalyst prediction with 721,799 reactions and 888 catalyst types from USPTO. (1) Reactant: Cl.[NH2:2][CH:3]([C:8](=[O:10])[CH3:9])[C:4]([O:6][CH3:7])=[O:5].[C:11](Cl)(=[O:16])[C:12]([CH3:15])([CH3:14])[CH3:13].C(N(CC)CC)C. Product: [O:10]=[C:8]([CH3:9])[CH:3]([NH:2][C:11](=[O:16])[C:12]([CH3:15])([CH3:14])[CH3:13])[C:4]([O:6][CH3:7])=[O:5]. The catalyst class is: 2. (2) Reactant: [OH-].[Na+].[OH:3][CH:4]1[CH2:9][CH2:8][N:7]([C:10]2[CH:19]=[C:18]([C:20]([NH:22][C:23]3[C:32]([CH3:33])=[CH:31][C:26]([C:27]([O:29]C)=[O:28])=[CH:25][C:24]=3[CH3:34])=[O:21])[C:17]3[C:12](=[CH:13][CH:14]=[CH:15][CH:16]=3)[N:11]=2)[CH2:6][CH2:5]1.CO. Product: [OH:3][CH:4]1[CH2:5][CH2:6][N:7]([C:10]2[CH:19]=[C:18]([C:20]([NH:22][C:23]3[C:24]([CH3:34])=[CH:25][C:26]([C:27]([OH:29])=[O:28])=[CH:31][C:32]=3[CH3:33])=[O:21])[C:17]3[C:12](=[CH:13][CH:14]=[CH:15][CH:16]=3)[N:11]=2)[CH2:8][CH2:9]1. The catalyst class is: 1. (3) Reactant: [OH:1][CH2:2][C:3]1[C:8]([OH:9])=[CH:7][CH:6]=[C:5]([CH3:10])[N:4]=1.I[CH2:12][CH3:13].C(=O)([O-])[O-].[K+].[K+].O. Product: [CH2:12]([O:9][C:8]1[C:3]([CH2:2][OH:1])=[N:4][C:5]([CH3:10])=[CH:6][CH:7]=1)[CH3:13]. The catalyst class is: 31. (4) Reactant: [CH3:1][N:2]([CH3:40])[C:3]1[C:12]2[C:7](=[CH:8][CH:9]=[CH:10][CH:11]=2)[C:6]([CH:13]([C:15]2[N:19](C(C3C=CC=CC=3)(C3C=CC=CC=3)C3C=CC=CC=3)[CH:18]=[N:17][C:16]=2[CH3:39])[OH:14])=[CH:5][CH:4]=1.C([SiH](CC)CC)C. Product: [CH3:40][N:2]([CH3:1])[C:3]1[C:12]2[C:7](=[CH:8][CH:9]=[CH:10][CH:11]=2)[C:6]([CH2:13][C:15]2[N:19]=[CH:18][NH:17][C:16]=2[CH3:39])=[CH:5][CH:4]=1.[CH3:1][N:2]([CH3:40])[C:3]1[C:12]2[C:7](=[CH:8][CH:9]=[CH:10][CH:11]=2)[C:6]([CH:13]([C:15]2[N:19]=[CH:18][NH:17][C:16]=2[CH3:39])[OH:14])=[CH:5][CH:4]=1. The catalyst class is: 67. (5) Reactant: CC1(C)CCCC(C)(C)N1.C([Li])CCC.[Br:16][C:17]1[CH:22]=[CH:21][C:20]([Cl:23])=[C:19]([F:24])[CH:18]=1.CN([CH:28]=[O:29])C. Product: [Br:16][C:17]1[C:18]([CH:28]=[O:29])=[C:19]([F:24])[C:20]([Cl:23])=[CH:21][CH:22]=1. The catalyst class is: 1. (6) Reactant: [F:1][C:2]1[C:7]([F:8])=[CH:6][CH:5]=[CH:4][C:3]=1[CH2:9][CH2:10][C:11]1[CH:16]=[C:15]([OH:17])[N:14]2[N:18]=[C:19]([CH2:21][OH:22])[CH:20]=[C:13]2[N:12]=1.[Mn]([O-])(=O)(=O)=[O:24].[K+]. Product: [F:1][C:2]1[C:7]([F:8])=[CH:6][CH:5]=[CH:4][C:3]=1[CH2:9][CH2:10][C:11]1[CH:16]=[C:15]([OH:17])[N:14]2[N:18]=[C:19]([C:21]([OH:24])=[O:22])[CH:20]=[C:13]2[N:12]=1. The catalyst class is: 801. (7) Reactant: [CH3:1][S:2][C:3]1[CH:10]=[CH:9][C:6]([CH2:7][OH:8])=[CH:5][CH:4]=1.[CH3:11][S:12](Cl)(=[O:14])=[O:13].C(N(CC)CC)C.Cl. Product: [CH3:11][S:12]([O:8][CH2:7][C:6]1[CH:9]=[CH:10][C:3]([S:2][CH3:1])=[CH:4][CH:5]=1)(=[O:14])=[O:13]. The catalyst class is: 11.